Task: Predict the reactants needed to synthesize the given product.. Dataset: Full USPTO retrosynthesis dataset with 1.9M reactions from patents (1976-2016) (1) Given the product [Cl:45][C:28]1[C:29]([Cl:44])=[C:30]([S:33](=[O:34])(=[O:35])[NH:36][C@@H:37]([CH2:42][CH3:43])[C:38]([F:39])([F:40])[F:41])[CH:31]=[CH:32][C:27]=1[C:12]1[S:11][C:10]([C:13]2[N:17]=[C:16]([CH2:18][C:19]([CH3:24])([CH3:25])[C:20]([OH:22])=[O:21])[O:15][N:14]=2)=[N:9][C:8]=1[CH2:7][C:3]1([O:2][CH3:1])[CH2:6][CH2:5][CH2:4]1, predict the reactants needed to synthesize it. The reactants are: [CH3:1][O:2][C:3]1([CH2:7][C:8]2[N:9]=[C:10]([C:13]3[N:17]=[C:16]([CH2:18][C:19]([CH3:25])([CH3:24])[C:20]([O:22]C)=[O:21])[O:15][N:14]=3)[S:11][CH:12]=2)[CH2:6][CH2:5][CH2:4]1.Br[C:27]1[CH:32]=[CH:31][C:30]([S:33]([NH:36][C@@H:37]([CH2:42][CH3:43])[C:38]([F:41])([F:40])[F:39])(=[O:35])=[O:34])=[C:29]([Cl:44])[C:28]=1[Cl:45]. (2) Given the product [N:15]1([CH2:16][CH2:17][C:18]2[CH:25]=[CH:24][C:21]([C:22]#[N:23])=[CH:20][CH:19]=2)[CH2:13][CH2:12][CH2:11][CH2:10]1, predict the reactants needed to synthesize it. The reactants are: [I-].[K+].C(=O)([O-])[O-].[K+].[K+].Br[CH2:10][CH2:11][CH2:12][CH2:13]Br.[NH2:15][CH2:16][CH2:17][C:18]1[CH:25]=[CH:24][C:21]([C:22]#[N:23])=[CH:20][CH:19]=1. (3) Given the product [CH2:1]([C:8]1[C:13](=[O:14])[N:12]([C:15]2[CH:20]=[CH:19][CH:18]=[C:17]([NH:42][C:52]([NH:45][N:46]3[CH2:51][CH2:50][O:49][CH2:48][CH2:47]3)=[O:55])[CH:16]=2)[C:11]2[N:24]=[CH:25][CH:26]=[CH:27][C:10]=2[N:9]=1)[C:2]1[CH:7]=[CH:6][CH:5]=[CH:4][CH:3]=1, predict the reactants needed to synthesize it. The reactants are: [CH2:1]([C:8]1[C:13](=[O:14])[N:12]([C:15]2[CH:20]=[CH:19][CH:18]=[C:17](C(O)=O)[CH:16]=2)[C:11]2[N:24]=[CH:25][CH:26]=[CH:27][C:10]=2[N:9]=1)[C:2]1[CH:7]=[CH:6][CH:5]=[CH:4][CH:3]=1.C1(P([N:42]=[N+]=[N-])(C2C=CC=CC=2)=O)C=CC=CC=1.[NH2:45][N:46]1[CH2:51][CH2:50][O:49][CH2:48][CH2:47]1.[C:52](=[O:55])(O)[O-].[Na+]. (4) Given the product [Cl:1][C:2]1[C:12]2[N:11]3[CH2:13][CH2:14][CH2:15][C@@H:16]([NH:17][CH:27]=[O:28])[C@H:10]3[C:9]3[CH:22]=[CH:23][CH:24]=[CH:25][C:8]=3[O:7][C:6]=2[CH:5]=[CH:4][C:3]=1[Cl:26], predict the reactants needed to synthesize it. The reactants are: [Cl:1][C:2]1[C:12]2[N:11]3[CH2:13][CH2:14][CH2:15][C@@H:16]([NH:17]CCOC)[C@H:10]3[C:9]3[CH:22]=[CH:23][CH:24]=[CH:25][C:8]=3[O:7][C:6]=2[CH:5]=[CH:4][C:3]=1[Cl:26].[CH:27](OCC)=[O:28]. (5) Given the product [CH3:1][O:2][C:3](=[O:18])[C:4]1[CH:9]=[C:8]([N:10]([CH2:14][CH2:15][CH3:16])[CH2:11][CH2:12][CH3:13])[CH:7]=[CH:6][C:5]=1[NH:17][C:30](=[O:31])[C:29]1[CH:33]=[CH:34][CH:35]=[C:27]([CH2:38][Cl:40])[CH:28]=1, predict the reactants needed to synthesize it. The reactants are: [CH3:1][O:2][C:3](=[O:18])[C:4]1[CH:9]=[C:8]([N:10]([CH2:14][CH2:15][CH3:16])[CH2:11][CH2:12][CH3:13])[CH:7]=[CH:6][C:5]=1[NH2:17].N1C=CC=CC=1.CO[C:27]1[CH:28]=[C:29]([CH:33]=[CH:34][C:35]=1OC)[C:30](Cl)=[O:31].[CH2:38]([Cl:40])Cl.